This data is from Full USPTO retrosynthesis dataset with 1.9M reactions from patents (1976-2016). The task is: Predict the reactants needed to synthesize the given product. Given the product [CH2:1]([O:3][C:4]([C:6]1[C:7]([OH:24])=[C:8]2[C:15]([Cl:16])=[C:14]([Cl:17])[N:13]([C:18]3[CH:23]=[CH:22][CH:21]=[CH:20][CH:19]=3)[C:9]2=[C:10]([C:25]#[N:26])[N:11]=1)=[O:5])[CH3:2], predict the reactants needed to synthesize it. The reactants are: [CH2:1]([O:3][C:4]([C:6]1[C:7]([OH:24])=[C:8]2[C:15]([Cl:16])=[C:14]([Cl:17])[N:13]([C:18]3[CH:23]=[CH:22][CH:21]=[CH:20][CH:19]=3)[C:9]2=[C:10](Cl)[N:11]=1)=[O:5])[CH3:2].[CH3:25][N:26](C)C(=O)C.